From a dataset of Full USPTO retrosynthesis dataset with 1.9M reactions from patents (1976-2016). Predict the reactants needed to synthesize the given product. (1) Given the product [O:23]1[C:27]2[CH:28]=[CH:29][C:30]([C:32](=[O:33])[C:34]([C:40]3[CH:41]=[C:42]([C:46]4[CH:51]=[CH:50][CH:49]=[C:48]([O:52][CH3:53])[CH:47]=4)[CH:43]=[CH:44][CH:45]=3)=[O:3])=[CH:31][C:26]=2[CH2:25][CH2:24]1, predict the reactants needed to synthesize it. The reactants are: CC(OI1(OC(C)=O)(OC(C)=O)OC(=O)C2C=CC=CC1=2)=[O:3].[O:23]1[C:27]2[CH:28]=[CH:29][C:30]([CH:32]([C:34]3([C:40]4[CH:41]=[C:42]([C:46]5[CH:51]=[CH:50][CH:49]=[C:48]([O:52][CH3:53])[CH:47]=5)[CH:43]=[CH:44][CH:45]=4)SCCCS3)[OH:33])=[CH:31][C:26]=2[CH2:25][CH2:24]1.C(O)(C)(C)C.S([O-])([O-])(=O)=S.[Na+].[Na+].C(=O)([O-])O.[Na+]. (2) The reactants are: [F:1][C:2]1[CH:7]=[CH:6][C:5]([CH2:8][OH:9])=[CH:4][C:3]=1[N:10]1[C:15]([CH3:16])=[CH:14][C:13]([OH:17])=[CH:12][C:11]1=[O:18].CN(C)C=O.C(=O)([O-])[O-].[K+].[K+].[F:30][C:31]1[CH:38]=[C:37]([F:39])[CH:36]=[CH:35][C:32]=1[CH2:33]Br. Given the product [F:30][C:31]1[CH:38]=[C:37]([F:39])[CH:36]=[CH:35][C:32]=1[CH2:33][O:17][C:13]1[CH:14]=[C:15]([CH3:16])[N:10]([C:3]2[CH:4]=[C:5]([CH2:8][OH:9])[CH:6]=[CH:7][C:2]=2[F:1])[C:11](=[O:18])[CH:12]=1, predict the reactants needed to synthesize it. (3) Given the product [CH3:38][N:37]([CH3:39])[S:34]([C:30]1[CH:31]=[CH:32][CH:33]=[C:28]([N:26]2[C:5]([C:7]3[C:12](=[O:13])[CH:11]=[CH:10][N:9]([C:14]4[CH:15]=[CH:16][C:17]([O:20][C:21]([F:23])([F:24])[F:22])=[CH:18][CH:19]=4)[N:8]=3)=[CH:4][CH:3]=[N:27]2)[CH:29]=1)(=[O:36])=[O:35], predict the reactants needed to synthesize it. The reactants are: CN(C)/[CH:3]=[CH:4]/[C:5]([C:7]1[C:12](=[O:13])[CH:11]=[CH:10][N:9]([C:14]2[CH:19]=[CH:18][C:17]([O:20][C:21]([F:24])([F:23])[F:22])=[CH:16][CH:15]=2)[N:8]=1)=O.[NH:26]([C:28]1[CH:29]=[C:30]([S:34]([N:37]([CH3:39])[CH3:38])(=[O:36])=[O:35])[CH:31]=[CH:32][CH:33]=1)[NH2:27]. (4) Given the product [Cl:48][C:45]1[CH:46]=[CH:47][C:42]([C@H:38]([C:39]([N:15]2[CH2:16][CH2:17][N:12]([C:18]3[C:23]([C:24]#[N:25])=[CH:22][N:21]=[C:20]4[NH:26][N:27]=[CH:28][C:19]=34)[CH2:13][CH2:14]2)=[O:40])[CH2:37][N:36]([CH:49]([CH3:50])[CH3:51])[C:34](=[O:35])[O:33][C:29]([CH3:31])([CH3:30])[CH3:32])=[CH:43][CH:44]=1, predict the reactants needed to synthesize it. The reactants are: CCN(C(C)C)C(C)C.Cl.Cl.[N:12]1([C:18]2[C:23]([C:24]#[N:25])=[CH:22][N:21]=[C:20]3[NH:26][N:27]=[CH:28][C:19]=23)[CH2:17][CH2:16][NH:15][CH2:14][CH2:13]1.[C:29]([O:33][C:34]([N:36]([CH:49]([CH3:51])[CH3:50])[CH2:37][C@H:38]([C:42]1[CH:47]=[CH:46][C:45]([Cl:48])=[CH:44][CH:43]=1)[C:39](O)=[O:40])=[O:35])([CH3:32])([CH3:31])[CH3:30].CN(C(ON1N=NC2C=CC=CC1=2)=[N+](C)C)C.[B-](F)(F)(F)F.